The task is: Predict the product of the given reaction.. This data is from Forward reaction prediction with 1.9M reactions from USPTO patents (1976-2016). (1) Given the reactants Cl.Cl.NC1CCN(C[C@H]2N3C4N(C(=O)C=CC=4C=CC3=O)C2)CC1.[Cl:25][C:26]1[C:35]([CH:36]=[O:37])=[N:34][C:33]2[NH:32][CH2:31][CH2:30][O:29][C:28]=2[CH:27]=1.Cl.O1C2C=C(CNC3CCN(CC4N5C6N(C(=O)C=CC=6C=CC5=O)C4)CC3)N=CC=2OCC1.ClC1C(C=O)=NC2NC(=O)COC=2C=1.[H-].[H-].[H-].[H-].[Li+].[Al+3], predict the reaction product. The product is: [Cl:25][C:26]1[C:35]([CH2:36][OH:37])=[N:34][C:33]2[NH:32][CH2:31][CH2:30][O:29][C:28]=2[CH:27]=1. (2) Given the reactants Cl[C:2]1[C:7]([C:8]([F:11])([F:10])[F:9])=[CH:6][N:5]=[C:4]([S:12][CH3:13])[N:3]=1.[I-:14].[Na+].I, predict the reaction product. The product is: [I:14][C:2]1[C:7]([C:8]([F:11])([F:10])[F:9])=[CH:6][N:5]=[C:4]([S:12][CH3:13])[N:3]=1. (3) The product is: [CH3:35][S:36]([OH:39])(=[O:38])=[O:37].[Cl:1][C:2]1[CH:7]=[C:6]([O:8][C:9]2[C:18]3[C:13](=[CH:14][C:15]([O:21][CH3:22])=[C:16]([O:19][CH3:20])[CH:17]=3)[N:12]=[CH:11][CH:10]=2)[CH:5]=[CH:4][C:3]=1[NH:23][C:24]([NH:26][C:27]1[CH:31]=[C:30]([CH3:32])[O:29][N:28]=1)=[O:25]. Given the reactants [Cl:1][C:2]1[CH:7]=[C:6]([O:8][C:9]2[C:18]3[C:13](=[CH:14][C:15]([O:21][CH3:22])=[C:16]([O:19][CH3:20])[CH:17]=3)[N:12]=[CH:11][CH:10]=2)[CH:5]=[CH:4][C:3]=1[NH:23][C:24]([NH:26][C:27]1[CH:31]=[C:30]([CH3:32])[O:29][N:28]=1)=[O:25].CO.[CH3:35][S:36]([OH:39])(=[O:38])=[O:37].C(OCC)(=O)C, predict the reaction product. (4) Given the reactants Br[C:2]1[N:6]([CH:7]([CH3:9])[CH3:8])[C:5]2[CH:10]([C:23]3[CH:28]=[CH:27][C:26]([Cl:29])=[CH:25][CH:24]=3)[N:11]([C:14]3[CH:19]=[C:18]([CH3:20])[C:17](=[O:21])[N:16]([CH3:22])[CH:15]=3)[C:12](=[O:13])[C:4]=2[N:3]=1.[C:30]1(B(O)O)[CH2:34][CH2:33][CH2:32][CH:31]=1, predict the reaction product. The product is: [Cl:29][C:26]1[CH:27]=[CH:28][C:23]([CH:10]2[C:5]3[N:6]([CH:7]([CH3:9])[CH3:8])[C:2]([C:30]4[CH2:34][CH2:33][CH2:32][CH:31]=4)=[N:3][C:4]=3[C:12](=[O:13])[N:11]2[C:14]2[CH:19]=[C:18]([CH3:20])[C:17](=[O:21])[N:16]([CH3:22])[CH:15]=2)=[CH:24][CH:25]=1. (5) Given the reactants Cl[C:2]1[N:12]=[C:11]([NH:13][C:14]2[CH:19]=[CH:18][C:17]([N:20]3[CH2:25][CH2:24][N:23]([C:26]([O:28][C:29]([CH3:32])([CH3:31])[CH3:30])=[O:27])[CH2:22][CH2:21]3)=[CH:16][C:15]=2[O:33][CH3:34])[C:5]2[C:6](=[O:10])[NH:7][N:8]=[CH:9][C:4]=2[CH:3]=1.[Cl:35][C:36]1[CH:37]=[N:38][CH:39]=[CH:40][C:41]=1[NH2:42].CC(C)([O-])C.[K+], predict the reaction product. The product is: [Cl:35][C:36]1[CH:37]=[N:38][CH:39]=[CH:40][C:41]=1[NH:42][C:2]1[N:12]=[C:11]([NH:13][C:14]2[CH:19]=[CH:18][C:17]([N:20]3[CH2:21][CH2:22][N:23]([C:26]([O:28][C:29]([CH3:30])([CH3:32])[CH3:31])=[O:27])[CH2:24][CH2:25]3)=[CH:16][C:15]=2[O:33][CH3:34])[C:5]2[C:6](=[O:10])[NH:7][N:8]=[CH:9][C:4]=2[CH:3]=1. (6) Given the reactants [CH2:1]([CH:3]([C:6]1[C:14]2[NH:13][C:12](=[O:15])[NH:11][C:10]=2[CH:9]=[CH:8][CH:7]=1)[CH2:4][CH3:5])[CH3:2].C(=O)([O-])[O-].[K+].[K+].[C:22](O[C:22]([O:24][C:25]([CH3:28])([CH3:27])[CH3:26])=[O:23])([O:24][C:25]([CH3:28])([CH3:27])[CH3:26])=[O:23], predict the reaction product. The product is: [CH2:1]([CH:3]([C:6]1[C:14]2[NH:13][C:12](=[O:15])[N:11]([C:22]([O:24][C:25]([CH3:28])([CH3:27])[CH3:26])=[O:23])[C:10]=2[CH:9]=[CH:8][CH:7]=1)[CH2:4][CH3:5])[CH3:2]. (7) Given the reactants [C:1]([S@@:5]([N:7]=[C:8]([C:14]([CH3:18])([CH3:17])[CH2:15][F:16])[C:9]([O:11][CH2:12][CH3:13])=[O:10])=[O:6])([CH3:4])([CH3:3])[CH3:2].CCC(C)[BH-](C(C)CC)C(C)CC.[Li+].C1COCC1, predict the reaction product. The product is: [CH3:4][C:1]([CH3:2])([S@@:5]([NH:7][C@@H:8]([C:14]([CH3:18])([CH3:17])[CH2:15][F:16])[C:9]([O:11][CH2:12][CH3:13])=[O:10])=[O:6])[CH3:3]. (8) Given the reactants [CH3:1][C:2]1([CH3:32])[CH2:7][CH2:6][C:5]([C:8]2[CH:13]=[C:12]([C:14]3([OH:21])[CH2:19][CH2:18][C:17](=O)[CH2:16][CH2:15]3)[CH:11]=[CH:10][C:9]=2[NH:22][C:23]([C:25]2[NH:26][C:27]([C:30]#[N:31])=[CH:28][N:29]=2)=[O:24])=[CH:4][CH2:3]1.[CH3:33][NH:34][CH3:35].[BH-](OC(C)=O)(OC(C)=O)OC(C)=O.[Na+], predict the reaction product. The product is: [CH3:33][N:34]([CH3:35])[CH:17]1[CH2:18][CH2:19][C:14]([C:12]2[CH:11]=[CH:10][C:9]([NH:22][C:23]([C:25]3[NH:26][C:27]([C:30]#[N:31])=[CH:28][N:29]=3)=[O:24])=[C:8]([C:5]3[CH2:6][CH2:7][C:2]([CH3:1])([CH3:32])[CH2:3][CH:4]=3)[CH:13]=2)([OH:21])[CH2:15][CH2:16]1. (9) Given the reactants [Cl:1][C:2]1[CH:3]=[C:4]([C:9]2([C:28]([F:31])([F:30])[F:29])[CH2:13][C:12]3[CH:14]=[C:15]([C:18]4[CH:23]=[CH:22][CH:21]=[C:20]([N+:24]([O-])=O)[C:19]=4[F:27])[CH:16]=[CH:17][C:11]=3[O:10]2)[CH:5]=[C:6]([Cl:8])[CH:7]=1.[H][H], predict the reaction product. The product is: [Cl:1][C:2]1[CH:3]=[C:4]([C:9]2([C:28]([F:30])([F:31])[F:29])[CH2:13][C:12]3[CH:14]=[C:15]([C:18]4[C:19]([F:27])=[C:20]([CH:21]=[CH:22][CH:23]=4)[NH2:24])[CH:16]=[CH:17][C:11]=3[O:10]2)[CH:5]=[C:6]([Cl:8])[CH:7]=1. (10) Given the reactants P(Cl)(Cl)(Cl)=O.[Cl:6][C:7]1[CH:8]=[N:9][CH:10]=[C:11]([Cl:25])[C:12]=1[NH:13][C:14]([C:16]1[CH:24]=[C:23]2[C:19]([CH:20]=[CH:21][NH:22]2)=[CH:18][CH:17]=1)=[O:15].CN(C)[CH:28]=[O:29], predict the reaction product. The product is: [Cl:25][C:11]1[CH:10]=[N:9][CH:8]=[C:7]([Cl:6])[C:12]=1[NH:13][C:14]([C:16]1[CH:24]=[C:23]2[C:19]([C:20]([CH:28]=[O:29])=[CH:21][NH:22]2)=[CH:18][CH:17]=1)=[O:15].